Dataset: Full USPTO retrosynthesis dataset with 1.9M reactions from patents (1976-2016). Task: Predict the reactants needed to synthesize the given product. Given the product [CH2:28]([N:17]([CH2:16][C:13]1[NH:12][C:11]2[CH:10]=[CH:9][CH:8]=[C:7]([N:6]3[CH2:5][CH2:4][N:3]4[CH2:29][CH2:30][CH2:31][C@@H:2]4[CH2:1]3)[C:15]=2[N:14]=1)[C@@H:18]1[C:27]2[N:26]=[CH:25][CH:24]=[CH:23][C:22]=2[CH2:21][CH2:20][CH2:19]1)[CH3:32], predict the reactants needed to synthesize it. The reactants are: [CH2:1]1[N:6]([C:7]2[C:15]3[N:14]=[C:13]([CH2:16][N:17]([CH3:28])[C@@H:18]4[C:27]5[N:26]=[CH:25][CH:24]=[CH:23][C:22]=5[CH2:21][CH2:20][CH2:19]4)[NH:12][C:11]=3[CH:10]=[CH:9][CH:8]=2)[CH2:5][CH2:4][N:3]2[CH2:29][CH2:30][CH2:31][C@H:2]12.[CH2:32]1N(C2C([N+]([O-])=O)=C(C=CC=2)N)CCN2CCC[C@H]12.C(N([C@@H]1C2N=CC=CC=2CCC1)CC(O)=O)C.